This data is from Full USPTO retrosynthesis dataset with 1.9M reactions from patents (1976-2016). The task is: Predict the reactants needed to synthesize the given product. (1) Given the product [C:26]1([CH3:37])[CH:27]=[CH:28][C:29]([S:32]([O-:35])(=[O:33])=[O:34])=[CH:30][CH:31]=1.[C:22]([C:19]1[CH:20]=[CH:21][C:16]([I+:15][C:12]2[CH:11]=[CH:10][C:9]([C:5]([CH3:8])([CH3:7])[CH3:6])=[CH:14][CH:13]=2)=[CH:17][CH:18]=1)([CH3:25])([CH3:24])[CH3:23], predict the reactants needed to synthesize it. The reactants are: C([O-])(=O)C.[C:5]([C:9]1[CH:14]=[CH:13][C:12]([I+:15][C:16]2[CH:21]=[CH:20][C:19]([C:22]([CH3:25])([CH3:24])[CH3:23])=[CH:18][CH:17]=2)=[CH:11][CH:10]=1)([CH3:8])([CH3:7])[CH3:6].[C:26]1([CH3:37])[CH:31]=[CH:30][C:29]([S:32]([O:35]C)(=[O:34])=[O:33])=[CH:28][CH:27]=1. (2) Given the product [NH2:21][C:18]1[O:19][CH2:20][C@@:5]2([N:17]=1)[C:4]1[CH:3]=[C:2]([Br:1])[CH:15]=[CH:14][C:13]=1[O:12][C:11]1[C:6]2=[CH:7][C:8](/[CH:24]=[CH:23]/[C:22]([O:26][CH3:27])=[O:25])=[CH:9][CH:10]=1, predict the reactants needed to synthesize it. The reactants are: [Br:1][C:2]1[CH:15]=[CH:14][C:13]2[O:12][C:11]3[C:6](=[CH:7][C:8](I)=[CH:9][CH:10]=3)[C@@:5]3([CH2:20][O:19][C:18]([NH2:21])=[N:17]3)[C:4]=2[CH:3]=1.[C:22]([O:26][CH3:27])(=[O:25])[CH:23]=[CH2:24].P.C(N(CC)CC)C. (3) Given the product [F:35][C:34]([F:37])([F:36])[C:31]1[O:30][C:29]([CH2:28][N:1]2[C:9]3[C:4](=[CH:5][CH:6]=[CH:7][CH:8]=3)[C:3]3([C:18]4[C:13](=[CH:14][C:15]5[O:21][CH2:20][CH2:19][C:16]=5[CH:17]=4)[O:12][CH2:11][CH2:10]3)[C:2]2=[O:22])=[CH:33][CH:32]=1, predict the reactants needed to synthesize it. The reactants are: [NH:1]1[C:9]2[C:4](=[CH:5][CH:6]=[CH:7][CH:8]=2)[C:3]2([C:18]3[C:13](=[CH:14][C:15]4[O:21][CH2:20][CH2:19][C:16]=4[CH:17]=3)[O:12][CH2:11][CH2:10]2)[C:2]1=[O:22].CC(C)=O.Br[CH2:28][C:29]1[O:30][C:31]([C:34]([F:37])([F:36])[F:35])=[CH:32][CH:33]=1.BrCC1CCCCO1. (4) Given the product [CH3:25][O:24][C:7]1[CH:6]=[CH:5][C:4]2[N:3]=[C:2]([NH:37][C:36]3[CH:38]=[CH:39][C:33]([CH:30]4[CH2:29][CH2:28][N:27]([CH3:26])[CH2:32][CH2:31]4)=[CH:34][CH:35]=3)[C:11]3=[N:12][NH:13][CH:14]=[C:10]3[C:9]=2[CH:8]=1, predict the reactants needed to synthesize it. The reactants are: Cl[C:2]1[C:11]2=[N:12][N:13](CC3C=CC(OC)=CC=3)[CH:14]=[C:10]2[C:9]2[CH:8]=[C:7]([O:24][CH3:25])[CH:6]=[CH:5][C:4]=2[N:3]=1.[CH3:26][N:27]1[CH2:32][CH2:31][CH:30]([C:33]2[CH:39]=[CH:38][C:36]([NH2:37])=[CH:35][CH:34]=2)[CH2:29][CH2:28]1.Cl. (5) Given the product [C:35]([O:1][N:2]([C:3]([O:4][C:5]([CH3:7])([CH3:8])[CH3:6])=[O:9])[C:10]1([CH3:27])[C:14](=[O:15])[N:13]([CH3:16])[N:12]=[C:11]1[C:17]1[CH:18]=[CH:19][C:20]([S:23]([CH3:26])(=[O:25])=[O:24])=[CH:21][CH:22]=1)(=[O:37])[CH3:36], predict the reactants needed to synthesize it. The reactants are: [OH:1][N:2]([C:10]1([CH3:27])[C:14](=[O:15])[N:13]([CH3:16])[N:12]=[C:11]1[C:17]1[CH:22]=[CH:21][C:20]([S:23]([CH3:26])(=[O:25])=[O:24])=[CH:19][CH:18]=1)[C:3](=[O:9])[O:4][C:5]([CH3:8])([CH3:7])[CH3:6].C(N(CC)CC)C.[C:35](Cl)(=[O:37])[CH3:36].